Predict the reactants needed to synthesize the given product. From a dataset of Full USPTO retrosynthesis dataset with 1.9M reactions from patents (1976-2016). (1) Given the product [CH3:9][C:8]1[CH:7]=[C:1]([C:2]([Cl:4])=[O:3])[S:11][CH:12]=1, predict the reactants needed to synthesize it. The reactants are: [C:1](Cl)(=O)[C:2]([Cl:4])=[O:3].[CH3:7][C:8]1[CH:9]=C(C(O)=O)[S:11][CH:12]=1. (2) Given the product [CH3:1][O:2][C:3](=[O:17])[CH2:4][C:5]1[C:14]([Cl:15])=[CH:13][CH:12]=[C:11]2[C:6]=1[CH:7]=[C:8]([CH2:16][Br:18])[N:9]=[CH:10]2, predict the reactants needed to synthesize it. The reactants are: [CH3:1][O:2][C:3](=[O:17])[CH2:4][C:5]1[C:14]([Cl:15])=[CH:13][CH:12]=[C:11]2[C:6]=1[CH:7]=[C:8]([CH3:16])[N:9]=[CH:10]2.[Br:18]N1C(=O)CCC1=O. (3) Given the product [C:1]([O:5][C:6]([N:8]1[CH2:12][CH2:11][C@H:10]([O:13][C:14]2[CH:15]=[CH:16][C:17]3[O:22][CH2:21][CH2:20][N:19]([C:25]4[CH:30]=[N:29][C:28]([S:31]([CH3:34])(=[O:32])=[O:33])=[C:27]([CH3:35])[CH:26]=4)[C:18]=3[CH:23]=2)[CH2:9]1)=[O:7])([CH3:4])([CH3:2])[CH3:3], predict the reactants needed to synthesize it. The reactants are: [C:1]([O:5][C:6]([N:8]1[CH2:12][CH2:11][C@H:10]([O:13][C:14]2[CH:15]=[CH:16][C:17]3[O:22][CH2:21][CH2:20][NH:19][C:18]=3[CH:23]=2)[CH2:9]1)=[O:7])([CH3:4])([CH3:3])[CH3:2].Br[C:25]1[CH:26]=[C:27]([CH3:35])[C:28]([S:31]([CH3:34])(=[O:33])=[O:32])=[N:29][CH:30]=1.CC([O-])(C)C.[Na+].CC(C1C=C(C(C)C)C(C2C=CC=CC=2P(C2CCCCC2)C2CCCCC2)=C(C(C)C)C=1)C. (4) Given the product [C:17]([O:20][C:21](=[O:22])[NH:11][C:7]1[N:6]([CH2:5][C:4]2[CH:3]=[C:2]([Cl:1])[CH:14]=[C:13]([Cl:15])[CH:12]=2)[CH:10]=[CH:9][N:8]=1)([CH3:19])([CH3:18])[CH3:16], predict the reactants needed to synthesize it. The reactants are: [Cl:1][C:2]1[CH:3]=[C:4]([CH:12]=[C:13]([Cl:15])[CH:14]=1)[CH2:5][N:6]1[CH:10]=[CH:9][N:8]=[C:7]1[NH2:11].[CH3:16][C:17]([O:20][C:21](O[C:21]([O:20][C:17]([CH3:19])([CH3:18])[CH3:16])=[O:22])=[O:22])([CH3:19])[CH3:18].